Dataset: Forward reaction prediction with 1.9M reactions from USPTO patents (1976-2016). Task: Predict the product of the given reaction. (1) Given the reactants [Br:1][C:2]1[CH:7]=[CH:6][C:5]([C:8]2[N:9]=[C:10]([C@@H:13]3[CH:17]=[C:16]([CH3:18])[CH2:15][NH:14]3)[NH:11][CH:12]=2)=[CH:4][CH:3]=1.CCN(C(C)C)C(C)C.[CH3:28][O:29][C:30]([NH:32][C@@H:33]([CH:37]([CH3:39])[CH3:38])[C:34](O)=[O:35])=[O:31].CN(C(ON1N=NC2C=CC=NC1=2)=[N+](C)C)C.F[P-](F)(F)(F)(F)F, predict the reaction product. The product is: [CH3:28][O:29][C:30](=[O:31])[NH:32][C@H:33]([C:34]([N:14]1[CH2:15][C:16]([CH3:18])=[CH:17][C@H:13]1[C:10]1[NH:11][CH:12]=[C:8]([C:5]2[CH:4]=[CH:3][C:2]([Br:1])=[CH:7][CH:6]=2)[N:9]=1)=[O:35])[CH:37]([CH3:39])[CH3:38]. (2) Given the reactants [CH2:1]([OH:8])[C:2]1[CH:7]=[CH:6][CH:5]=[CH:4][CH:3]=1.CCCCCCCCCCCCCCCCC[CH2:26][O:27][C:28]([CH2:30][CH2:31]C1C=C(C(C)(C)C)[C:35]([OH:42])=[C:34]([C:43](C)(C)C)[CH:33]=1)=[O:29].CO, predict the reaction product. The product is: [C:28]([O:27][CH3:26])(=[O:29])[C:30]([CH3:31])=[CH2:1].[C:35]([O:8][CH2:1][C:2]1[CH:7]=[CH:6][CH:5]=[CH:4][CH:3]=1)(=[O:42])[C:34]([CH3:43])=[CH2:33]. (3) Given the reactants Cl[C:2]1[O:3][C:4]([C:15]2[C:24]3[C:19](=[CH:20][CH:21]=[CH:22][CH:23]=3)[C:18]([F:25])=[CH:17][CH:16]=2)=[C:5]([CH2:7][CH2:8][CH2:9][C:10]([O:12][CH2:13][CH3:14])=[O:11])[N:6]=1.[CH3:26][C:27]1[NH:28][CH:29]=[CH:30][N:31]=1.C(=O)([O-])[O-].[K+].[K+].CN(C)C=O, predict the reaction product. The product is: [F:25][C:18]1[C:19]2[C:24](=[CH:23][CH:22]=[CH:21][CH:20]=2)[C:15]([C:4]2[O:3][C:2]([N:28]3[CH:29]=[CH:30][N:31]=[C:27]3[CH3:26])=[N:6][C:5]=2[CH2:7][CH2:8][CH2:9][C:10]([O:12][CH2:13][CH3:14])=[O:11])=[CH:16][CH:17]=1. (4) Given the reactants [Cl:1][C:2]1[C:7]([O:8][CH3:9])=[CH:6][C:5]([OH:10])=[C:4]([N+:11]([O-:13])=[O:12])[CH:3]=1.C(N(CC)CC)C.[F:21][C:22]([F:35])([F:34])[S:23](O[S:23]([C:22]([F:35])([F:34])[F:21])(=[O:25])=[O:24])(=[O:25])=[O:24], predict the reaction product. The product is: [Cl:1][C:2]1[C:7]([O:8][CH3:9])=[CH:6][C:5]([O:10][S:23]([C:22]([F:35])([F:34])[F:21])(=[O:25])=[O:24])=[C:4]([N+:11]([O-:13])=[O:12])[CH:3]=1. (5) Given the reactants Br[C:2]1[CH2:16][C:5]2([CH2:8][N:7]([C:9]([O:11][C:12]([CH3:15])([CH3:14])[CH3:13])=[O:10])[CH2:6]2)[O:4][N:3]=1.[CH3:17][C:18]1([C:24]([O:26][CH2:27][CH3:28])=[O:25])[CH2:23][CH2:22][NH:21][CH2:20][CH2:19]1.C(=O)([O-])[O-].[Na+].[Na+].CN(C=O)C, predict the reaction product. The product is: [CH2:27]([O:26][C:24]([C:18]1([CH3:17])[CH2:23][CH2:22][N:21]([C:2]2[CH2:16][C:5]3([CH2:8][N:7]([C:9]([O:11][C:12]([CH3:15])([CH3:14])[CH3:13])=[O:10])[CH2:6]3)[O:4][N:3]=2)[CH2:20][CH2:19]1)=[O:25])[CH3:28]. (6) Given the reactants [NH2:1][C:2]1[CH:10]=[CH:9][CH:8]=[C:7]2[C:3]=1[C:4]([C:15]([N:17]1[CH2:22][CH2:21][CH:20]([C:23]3[CH:24]=[C:25]([CH:34]=[CH:35][C:36]=3[F:37])[CH2:26][NH:27][C:28](=[O:33])[C:29]([F:32])([F:31])[F:30])[CH2:19][CH2:18]1)=[O:16])=[CH:5][N:6]2[CH2:11][CH2:12][O:13][CH3:14].[CH3:38][N:39]1[CH:43]=[C:42]([S:44](Cl)(=[O:46])=[O:45])[N:41]=[CH:40]1, predict the reaction product. The product is: [F:30][C:29]([F:31])([F:32])[C:28]([NH:27][CH2:26][C:25]1[CH:34]=[CH:35][C:36]([F:37])=[C:23]([CH:20]2[CH2:19][CH2:18][N:17]([C:15]([C:4]3[C:3]4[C:7](=[CH:8][CH:9]=[CH:10][C:2]=4[NH:1][S:44]([C:42]4[N:41]=[CH:40][N:39]([CH3:38])[CH:43]=4)(=[O:46])=[O:45])[N:6]([CH2:11][CH2:12][O:13][CH3:14])[CH:5]=3)=[O:16])[CH2:22][CH2:21]2)[CH:24]=1)=[O:33].